Dataset: CYP3A4 inhibition data for predicting drug metabolism from PubChem BioAssay. Task: Regression/Classification. Given a drug SMILES string, predict its absorption, distribution, metabolism, or excretion properties. Task type varies by dataset: regression for continuous measurements (e.g., permeability, clearance, half-life) or binary classification for categorical outcomes (e.g., BBB penetration, CYP inhibition). Dataset: cyp3a4_veith. (1) The drug is COc1ccc(CNc2nc(-c3cccnc3)nc3ccccc23)c(OC)c1. The result is 1 (inhibitor). (2) The drug is CCOc1ccc(C(Nc2ccc(C)cc2)P2(=O)OCC(C)(C)CO2)cc1. The result is 1 (inhibitor). (3) The compound is COC(=O)[C@@]1(Cc2ccc(OC)cc2)[C@H]2c3cc(C(=O)N4CCCC4)n(Cc4ccc(OC)c(OC)c4)c3C[C@H]2CN1C(=O)c1ccccc1. The result is 1 (inhibitor).